This data is from Full USPTO retrosynthesis dataset with 1.9M reactions from patents (1976-2016). The task is: Predict the reactants needed to synthesize the given product. (1) Given the product [Cl:2][C:3]1[CH:8]=[C:7]([Cl:9])[CH:6]=[CH:5][C:4]=1[C@@H:10]1[N:15]=[C:14]([C:16]2[S:17][CH:18]=[CH:19][N:20]=2)[NH:13][C:12]([CH2:21][N:22]2[CH2:27][CH2:26][O:25][CH2:24][C@H:23]2[C:28]([OH:30])=[O:29])=[C:11]1[C:31]([O:33][CH2:34][CH3:35])=[O:32], predict the reactants needed to synthesize it. The reactants are: [Li].[Cl:2][C:3]1[CH:8]=[C:7]([Cl:9])[CH:6]=[CH:5][C:4]=1[C@@H:10]1[N:15]=[C:14]([C:16]2[S:17][CH:18]=[CH:19][N:20]=2)[NH:13][C:12]([CH2:21][N:22]2[CH2:27][CH2:26][O:25][CH2:24][C@H:23]2[C:28]([OH:30])=[O:29])=[C:11]1[C:31]([O:33][C@H:34](C)[C:35](OC(C)C)=O)=[O:32]. (2) Given the product [NH2:1][C:2]1[N:16]=[CH:15][C:14]([C:26]2[CH:31]=[CH:30][CH:29]=[C:28]([S:32]([N:35]3[CH2:40][CH2:39][CH:38]([OH:41])[CH2:37][CH2:36]3)(=[O:34])=[O:33])[CH:27]=2)=[CH:13][C:3]=1[C:4]([NH:6][C:7]1[CH:12]=[CH:11][N:10]=[CH:9][CH:8]=1)=[O:5], predict the reactants needed to synthesize it. The reactants are: [NH2:1][C:2]1[N:16]=[CH:15][C:14](Br)=[CH:13][C:3]=1[C:4]([NH:6][C:7]1[CH:12]=[CH:11][N:10]=[CH:9][CH:8]=1)=[O:5].CC1(C)C(C)(C)OB([C:26]2[CH:27]=[C:28]([S:32]([N:35]3[CH2:40][CH2:39][CH:38]([OH:41])[CH2:37][CH2:36]3)(=[O:34])=[O:33])[CH:29]=[CH:30][CH:31]=2)O1. (3) Given the product [Br:1][C:2]1[CH:7]=[C:6]([Cl:8])[CH:5]=[C:4]([F:9])[C:3]=1[C:10]1[N:14]([CH3:15])[N:13]=[N:12][N:11]=1, predict the reactants needed to synthesize it. The reactants are: [Br:1][C:2]1[CH:7]=[C:6]([Cl:8])[CH:5]=[C:4]([F:9])[C:3]=1[C:10]1[N:11]=[N:12][NH:13][N:14]=1.[C:15]([O-])([O-])=O.[K+].[K+].IC.